This data is from Catalyst prediction with 721,799 reactions and 888 catalyst types from USPTO. The task is: Predict which catalyst facilitates the given reaction. (1) Reactant: [NH2:1][C:2]1[CH:7]=[C:6]([F:8])[C:5]([Br:9])=[CH:4][C:3]=1[OH:10].C(N(CC)CC)C.Cl[C:19](Cl)([O:21]C(=O)OC(Cl)(Cl)Cl)Cl.[OH-].[Na+].O. Product: [Br:9][C:5]1[C:6]([F:8])=[CH:7][C:2]2[NH:1][C:19](=[O:21])[O:10][C:3]=2[CH:4]=1. The catalyst class is: 765. (2) Reactant: [Br:1][C:2]1[CH:7]=[CH:6][C:5]([NH:8][CH:9]=O)=[CH:4][CH:3]=1.C(NC1C=CC=CC=1)=O.CO. Product: [Br:1][C:2]1[CH:7]=[CH:6][C:5]([NH:8][CH3:9])=[CH:4][CH:3]=1. The catalyst class is: 20. (3) Reactant: [F:1][C:2]1[CH:3]=[C:4]([CH2:13][CH2:14][C:15]([O:17][CH2:18][CH3:19])=[O:16])[CH:5]=[C:6]([C@H:9]([OH:12])[CH2:10]I)[C:7]=1[F:8].[CH2:20]1[C:28]2[C:23](=[CH:24][CH:25]=[CH:26][CH:27]=2)[CH2:22][CH:21]1[CH2:29][C:30]([NH2:33])([CH3:32])[CH3:31].C([O-])([O-])=O.[K+].[K+]. Product: [CH2:22]1[C:23]2[C:28](=[CH:27][CH:26]=[CH:25][CH:24]=2)[CH2:20][CH:21]1[CH2:29][C:30]([NH:33][CH2:10][C@H:9]([C:6]1[CH:5]=[C:4]([CH2:13][CH2:14][C:15]([O:17][CH2:18][CH3:19])=[O:16])[CH:3]=[C:2]([F:1])[C:7]=1[F:8])[OH:12])([CH3:31])[CH3:32]. The catalyst class is: 8. (4) Reactant: C1C=C(Cl)C=C(C(OO)=[O:9])C=1.[CH:12]1([NH:15][C:16]([C:18]2[CH:19]=[C:20]([F:39])[C:21]([CH3:38])=[C:22]([C:24]3[N:29]=[CH:28][C:27]([C:30]([NH:32][CH:33]([CH2:36][CH3:37])[CH2:34][CH3:35])=[O:31])=[CH:26][CH:25]=3)[CH:23]=2)=[O:17])[CH2:14][CH2:13]1. Product: [CH:12]1([NH:15][C:16]([C:18]2[CH:19]=[C:20]([F:39])[C:21]([CH3:38])=[C:22]([C:24]3[N+:29]([O-:9])=[CH:28][C:27]([C:30]([NH:32][CH:33]([CH2:34][CH3:35])[CH2:36][CH3:37])=[O:31])=[CH:26][CH:25]=3)[CH:23]=2)=[O:17])[CH2:14][CH2:13]1. The catalyst class is: 147. (5) Reactant: [Br:1][C:2]1[CH:3]=[N:4][C:5]([N:8]2[CH2:13][CH2:12][C:11]([OH:19])([C:14]([O:16][CH2:17][CH3:18])=[O:15])[CH2:10][CH2:9]2)=[N:6][CH:7]=1.[H-].[Na+].[CH2:22](I)[CH3:23].CCCCCC. Product: [Br:1][C:2]1[CH:3]=[N:4][C:5]([N:8]2[CH2:9][CH2:10][C:11]([O:19][CH2:22][CH3:23])([C:14]([O:16][CH2:17][CH3:18])=[O:15])[CH2:12][CH2:13]2)=[N:6][CH:7]=1. The catalyst class is: 3. (6) The catalyst class is: 71. Product: [ClH:39].[ClH:39].[ClH:39].[CH3:27][NH:26][C:22]1[N:21]=[C:20]([CH2:19][CH2:18][CH2:17][C:14]2[CH:15]=[CH:16][C:11]([CH2:10][C@@H:9]([C:35]([O:37][CH3:38])=[O:36])[NH2:8])=[N:12][CH:13]=2)[CH:25]=[CH:24][CH:23]=1. Reactant: C(OC([NH:8][C@H:9]([C:35]([O:37][CH3:38])=[O:36])[CH2:10][C:11]1[CH:16]=[CH:15][C:14]([CH2:17][CH2:18][CH2:19][C:20]2[CH:25]=[CH:24][CH:23]=[C:22]([N:26](C(OC(C)(C)C)=O)[CH3:27])[N:21]=2)=[CH:13][N:12]=1)=O)(C)(C)C.[ClH:39]. (7) Reactant: [CH3:1][O:2][C:3](=[O:34])[C@@H:4]([NH:14][C:15]([C:17]1[S:21][C:20]([NH:22][C:23]([O:25]C(C)(C)C)=[O:24])=[N:19][C:18]=1[C:30]([F:33])([F:32])[F:31])=[O:16])[CH2:5][NH:6][C:7](OC(C)(C)C)=[O:8].Cl.O1CCOC[CH2:37]1.CN(C(ON1N=NC2C=C[CH:55]=[CH:56][C:51]1=2)=[N+](C)C)C.F[P-](F)(F)(F)(F)F.C1C=CC2N(O)N=NC=2C=1.[S:76]1[CH:80]=[CH:79][CH:78]=[C:77]1C(O)=O.C(N(CC)CC)C. Product: [CH3:1][O:2][C:3](=[O:34])[C@@H:4]([NH:14][C:15]([C:17]1[S:21][C:20]([NH:22][C:23]([O:25][C:56]([CH3:55])([CH3:51])[CH3:37])=[O:24])=[N:19][C:18]=1[C:30]([F:31])([F:32])[F:33])=[O:16])[CH2:5][NH:6][C:7]([C:80]1[S:76][CH:77]=[CH:78][CH:79]=1)=[O:8]. The catalyst class is: 475. (8) Reactant: C[O:2][C:3]([C:5]1[C:10]([CH:11]=[CH2:12])=[C:9]([NH2:13])[N:8]=[C:7]([C:14]2[CH:19]=[CH:18][C:17]([Cl:20])=[C:16]([O:21][CH3:22])[C:15]=2[F:23])[N:6]=1)=[O:4].[OH-].[Na+].Cl. Product: [NH2:13][C:9]1[N:8]=[C:7]([C:14]2[CH:19]=[CH:18][C:17]([Cl:20])=[C:16]([O:21][CH3:22])[C:15]=2[F:23])[N:6]=[C:5]([C:3]([OH:4])=[O:2])[C:10]=1[CH:11]=[CH2:12]. The catalyst class is: 5. (9) Reactant: [F:1][C:2]([F:10])([F:9])[CH2:3][CH2:4][S:5](Cl)(=[O:7])=[O:6].[Cl:11][C:12]1[CH:17]=[CH:16][CH:15]=[CH:14][C:13]=1[N:18]1[C:22]([C:23]2[CH:28]=[CH:27][C:26]([OH:29])=[CH:25][CH:24]=2)=[C:21]([CH3:30])[C:20]([C:31]([O:33][CH2:34][C:35]([Cl:38])([Cl:37])[Cl:36])=[O:32])=[N:19]1.O. The catalyst class is: 2. Product: [Cl:11][C:12]1[CH:17]=[CH:16][CH:15]=[CH:14][C:13]=1[N:18]1[C:22]([C:23]2[CH:24]=[CH:25][C:26]([O:29][S:5]([CH2:4][CH2:3][C:2]([F:10])([F:9])[F:1])(=[O:7])=[O:6])=[CH:27][CH:28]=2)=[C:21]([CH3:30])[C:20]([C:31]([O:33][CH2:34][C:35]([Cl:38])([Cl:36])[Cl:37])=[O:32])=[N:19]1.